From a dataset of Full USPTO retrosynthesis dataset with 1.9M reactions from patents (1976-2016). Predict the reactants needed to synthesize the given product. (1) Given the product [Cl:39][C:36]1[CH:37]=[C:38]2[C:33](=[CH:34][CH:35]=1)[NH:32][N:31]=[C:30]2[CH2:29][NH:26][C:2]1[C:3]2[C:4](=[N:8][N:9]([CH2:11][C:12]3[CH:17]=[CH:16][C:15]([CH2:18][N:19]4[C:23]([CH3:24])=[CH:22][C:21]([CH3:25])=[N:20]4)=[CH:14][CH:13]=3)[CH:10]=2)[N:5]=[CH:6][N:7]=1, predict the reactants needed to synthesize it. The reactants are: Cl[C:2]1[C:3]2[C:4](=[N:8][N:9]([CH2:11][C:12]3[CH:17]=[CH:16][C:15]([CH2:18][N:19]4[C:23]([CH3:24])=[CH:22][C:21]([CH3:25])=[N:20]4)=[CH:14][CH:13]=3)[CH:10]=2)[N:5]=[CH:6][N:7]=1.[N:26]([CH2:29][C:30]1[C:38]2[C:33](=[CH:34][CH:35]=[C:36]([Cl:39])[CH:37]=2)[NH:32][N:31]=1)=[N+]=[N-].CCN(C(C)C)C(C)C. (2) Given the product [C:17]([O:21][C:22]([N:24]1[CH:29]([C@@H:30]([OH:41])[C@@H:31]([NH:40][C:1](=[O:3])[CH3:2])[CH2:32][C:33]2[CH:38]=[CH:37][CH:36]=[C:35]([OH:39])[CH:34]=2)[CH2:28][O:27][C@@H:26]([O:42][CH2:43][C:44]([CH3:47])([CH3:46])[CH3:45])[C@@H:25]1[CH3:48])=[O:23])([CH3:19])([CH3:18])[CH3:20], predict the reactants needed to synthesize it. The reactants are: [C:1](OC(=O)C)(=[O:3])[CH3:2].C(N(CC)C(C)C)(C)C.[C:17]([O:21][C:22]([N:24]1[C@@H:29]([C@@H:30]([OH:41])[C@@H:31]([NH2:40])[CH2:32][C:33]2[CH:38]=[CH:37][CH:36]=[C:35]([OH:39])[CH:34]=2)[CH2:28][O:27][C@@H:26]([O:42][CH2:43][C:44]([CH3:47])([CH3:46])[CH3:45])[C@@H:25]1[CH3:48])=[O:23])([CH3:20])([CH3:19])[CH3:18]. (3) Given the product [C:12]([O:11][C:9]([NH:17][CH2:18][CH:19]([C:23]1[CH:27]=[CH:26][S:25][CH:24]=1)[C:20]([OH:22])=[O:21])=[O:10])([CH3:13])([CH3:14])[CH3:15], predict the reactants needed to synthesize it. The reactants are: [CH3:13][C:12]([O:11][C:9](O[C:9]([O:11][C:12]([CH3:15])([CH3:14])[CH3:13])=[O:10])=[O:10])([CH3:15])[CH3:14].Cl.[NH2:17][CH2:18][CH:19]([C:23]1[CH:27]=[CH:26][S:25][CH:24]=1)[C:20]([OH:22])=[O:21].Cl. (4) Given the product [Br:1][C:2]1[CH:3]=[C:4]2[C:8](=[C:9]([C:11]([NH2:27])=[O:12])[CH:10]=1)[NH:7][CH:6]=[C:5]2[CH:14]1[CH2:18][CH2:17][S:16](=[O:20])(=[O:19])[CH2:15]1, predict the reactants needed to synthesize it. The reactants are: [Br:1][C:2]1[CH:3]=[C:4]2[C:8](=[C:9]([C:11](O)=[O:12])[CH:10]=1)[NH:7][CH:6]=[C:5]2[CH:14]1[CH2:18][CH2:17][S:16](=[O:20])(=[O:19])[CH2:15]1.C1C=CC2N(O)N=[N:27]C=2C=1.CCN=C=NCCCN(C)C.Cl.N.CO.